The task is: Predict the product of the given reaction.. This data is from Forward reaction prediction with 1.9M reactions from USPTO patents (1976-2016). Given the reactants [CH3:1][C:2]1[CH:7]=[CH:6][N:5]=[C:4]([NH2:8])[C:3]=1[NH2:9].[CH3:10]CCCCC.[C:16]([O:19][CH2:20][CH3:21])(=O)[CH3:17], predict the reaction product. The product is: [O:19]1[CH:20]=[CH:21][C:17]([C:10]2[NH:8][C:4]3=[N:5][CH:6]=[CH:7][C:2]([CH3:1])=[C:3]3[N:9]=2)=[CH:16]1.